Dataset: Reaction yield outcomes from USPTO patents with 853,638 reactions. Task: Predict the reaction yield, written as a fraction of the theoretical maximum amount of product (1.0 means a 100% yield; for example, 0.34 means a 34% yield). (1) No catalyst specified. The reactants are C(OC(=O)[NH:7][C:8]1[CH:13]=[CH:12][N:11]2[N:14]=[C:15]([N:17]([CH2:19][CH2:20][F:21])[CH3:18])[N:16]=[C:10]2[CH:9]=1)(C)(C)C.[ClH:23].O1CCOCC1. The product is [ClH:23].[F:21][CH2:20][CH2:19][N:17]([CH3:18])[C:15]1[N:16]=[C:10]2[CH:9]=[C:8]([NH2:7])[CH:13]=[CH:12][N:11]2[N:14]=1. The yield is 0.963. (2) The reactants are [Br:1][C:2]1[S:3][C:4]([CH:7]=O)=[CH:5][CH:6]=1.Cl.[NH2:10][OH:11]. The catalyst is N1C=CC=CC=1. The product is [Br:1][C:2]1[S:3][C:4]([CH:7]=[N:10][OH:11])=[CH:5][CH:6]=1. The yield is 0.980.